From a dataset of Full USPTO retrosynthesis dataset with 1.9M reactions from patents (1976-2016). Predict the reactants needed to synthesize the given product. (1) Given the product [Br:1][C:2]1[C:11]2[C:6](=[CH:7][CH:8]=[CH:9][CH:10]=2)[C:5]([O:12][S:13]([C:16]([F:18])([F:17])[F:19])(=[O:14])=[O:15])=[C:4]([C@H:20]([OH:26])[C:21]([O:23][CH2:24][CH3:25])=[O:22])[C:3]=1[CH3:27], predict the reactants needed to synthesize it. The reactants are: [Br:1][C:2]1[C:11]2[C:6](=[CH:7][CH:8]=[CH:9][CH:10]=2)[C:5]([O:12][S:13]([C:16]([F:19])([F:18])[F:17])(=[O:15])=[O:14])=[C:4]([C:20](=[O:26])[C:21]([O:23][CH2:24][CH3:25])=[O:22])[C:3]=1[CH3:27].C(=O)=O.CC#N.[B]1OC2C(=CC=CC=2)O1.C([O-])([O-])=O.[Na+].[Na+]. (2) Given the product [Cl:30][C:31]1[C:32]([C:44]([NH:15][C:14]2[C:9]([OH:8])=[N:10][C:11]([O:18][CH2:19][C@@H:20]([NH:22][C:23](=[O:29])[O:24][C:25]([CH3:26])([CH3:27])[CH3:28])[CH3:21])=[N:12][CH:13]=2)=[O:45])=[N:33][CH:34]=[C:35]([O:37][CH2:38][C@H:39]2[CH2:41][C:40]2([F:43])[F:42])[CH:36]=1, predict the reactants needed to synthesize it. The reactants are: C([O:8][C:9]1[C:14]([N+:15]([O-])=O)=[CH:13][N:12]=[C:11]([O:18][CH2:19][C@@H:20]([NH:22][C:23](=[O:29])[O:24][C:25]([CH3:28])([CH3:27])[CH3:26])[CH3:21])[N:10]=1)C1C=CC=CC=1.[Cl:30][C:31]1[C:32]([C:44](O)=[O:45])=[N:33][CH:34]=[C:35]([O:37][CH2:38][C@H:39]2[CH2:41][C:40]2([F:43])[F:42])[CH:36]=1. (3) Given the product [CH:30]1([C:27]2[CH:28]=[CH:29][C:24]([CH2:23][O:22][C:18]3[CH:17]=[C:16]4[C:21](=[CH:20][CH:19]=3)[N:13]([C:11](=[O:12])[CH2:10][NH:9][CH2:8][CH2:7][C:6]([OH:46])=[O:5])[CH2:14][CH2:15]4)=[CH:25][C:26]=2[N:36]([CH3:37])[CH3:38])[CH2:31][CH2:32][CH2:33][CH2:34][CH2:35]1, predict the reactants needed to synthesize it. The reactants are: C([O:5][C:6](=[O:46])[CH2:7][CH2:8][N:9](C(OC(C)(C)C)=O)[CH2:10][C:11]([N:13]1[C:21]2[C:16](=[CH:17][C:18]([O:22][CH2:23][C:24]3[CH:29]=[CH:28][C:27]([CH:30]4[CH2:35][CH2:34][CH2:33][CH2:32][CH2:31]4)=[C:26]([N:36]([CH3:38])[CH3:37])[CH:25]=3)=[CH:19][CH:20]=2)[CH2:15][CH2:14]1)=[O:12])(C)(C)C. (4) Given the product [CH2:1]([C:4]1[N:8]([CH2:25][C:26]2[CH:31]=[CH:30][C:29]([C:32]3[CH:37]=[CH:36][CH:35]=[CH:34][C:33]=3[CH2:38][OH:39])=[CH:28][CH:27]=2)[C:7]2[CH:9]=[C:10]([C:14]3[N:18]=[CH:19][N:41]([CH3:42])[CH:40]=3)[CH:11]=[C:12]([CH3:13])[C:6]=2[N:5]=1)[CH2:2][CH3:3], predict the reactants needed to synthesize it. The reactants are: [CH2:1]([C:4]1[NH:5][C:6]2[C:12]([CH3:13])=[CH:11][C:10]([C:14]3[N:18]([CH3:19])C4C=CC=CC=4N=3)=[CH:9][C:7]=2[N:8]=1)[CH2:2][CH3:3].Br[CH2:25][C:26]1[CH:31]=[CH:30][C:29]([C:32]2[CH:37]=[CH:36][CH:35]=[CH:34][C:33]=2[CH2:38][OH:39])=[CH:28][CH:27]=1.[CH3:40][N:41](C)[C:42](=O)C. (5) Given the product [Cl:1][C:2]1[CH:17]=[C:16]([NH:18][C:19]2[C:20]3[N:27]([CH2:28][CH2:29][OH:30])[CH:26]=[CH:25][C:21]=3[N:22]=[CH:23][N:24]=2)[CH:15]=[CH:14][C:3]=1[O:4][C:5]1[CH:6]=[C:7]([CH:11]=[CH:12][CH:13]=1)[C:8]([NH:31][C:32]([CH3:36])([CH3:35])[C:33]#[CH:34])=[O:9], predict the reactants needed to synthesize it. The reactants are: [Cl:1][C:2]1[CH:17]=[C:16]([NH:18][C:19]2[C:20]3[N:27]([CH2:28][CH2:29][OH:30])[CH:26]=[CH:25][C:21]=3[N:22]=[CH:23][N:24]=2)[CH:15]=[CH:14][C:3]=1[O:4][C:5]1[CH:6]=[C:7]([CH:11]=[CH:12][CH:13]=1)[C:8](O)=[O:9].[NH2:31][C:32]([CH3:36])([CH3:35])[C:33]#[CH:34].Cl.C(N=C=NCCCN(C)C)C.O.ON1C2C=CC=CC=2N=N1. (6) Given the product [CH2:21]([C:3]1[C:8]([CH3:9])=[C:7]([C:10]([F:13])([F:12])[F:11])[CH:6]=[CH:5][C:4]=1[C:14]1[O:15][CH2:16][C:17]([CH3:20])([CH3:19])[N:18]=1)[CH3:22], predict the reactants needed to synthesize it. The reactants are: CO[C:3]1[C:8]([CH3:9])=[C:7]([C:10]([F:13])([F:12])[F:11])[CH:6]=[CH:5][C:4]=1[C:14]1[O:15][CH2:16][C:17]([CH3:20])([CH3:19])[N:18]=1.[CH2:21]([Mg]Cl)[CH3:22].